From a dataset of Forward reaction prediction with 1.9M reactions from USPTO patents (1976-2016). Predict the product of the given reaction. (1) Given the reactants N.[O:2]1[CH:6]=[CH:5][C:4]([O:7][CH2:8][C@@H:9]2[O:13][C:12](=[O:14])[N:11]([C:15]3[CH:20]=[CH:19][C:18]([C:21]4[CH2:27][CH:26]5[N:28]([C:29](=[O:35])[CH2:30][O:31]C(=O)C)[CH:23]([CH2:24][CH2:25]5)[CH:22]=4)=[C:17]([F:36])[CH:16]=3)[CH2:10]2)=[N:3]1, predict the reaction product. The product is: [O:2]1[CH:6]=[CH:5][C:4]([O:7][CH2:8][C@@H:9]2[O:13][C:12](=[O:14])[N:11]([C:15]3[CH:20]=[CH:19][C:18]([C:21]4[CH2:27][CH:26]5[N:28]([C:29](=[O:35])[CH2:30][OH:31])[CH:23]([CH2:24][CH2:25]5)[CH:22]=4)=[C:17]([F:36])[CH:16]=3)[CH2:10]2)=[N:3]1. (2) Given the reactants [OH:1][CH2:2][CH:3]([C:10]1[N:15]=[C:14]([NH:16][C:17]2[S:21][C:20]([C:22]3[CH:23]=[N:24][C:25]([N:28]4[CH2:33][CH2:32][O:31][CH2:30][CH2:29]4)=[CH:26][CH:27]=3)=[N:19][C:18]=2[C:34]([O:36]CC)=[O:35])[CH:13]=[CH:12][CH:11]=1)[N:4]1[CH2:9][CH2:8][O:7][CH2:6][CH2:5]1.CO.[OH-].[K+].Cl, predict the reaction product. The product is: [OH:1][CH2:2][CH:3]([C:10]1[N:15]=[C:14]([NH:16][C:17]2[S:21][C:20]([C:22]3[CH:23]=[N:24][C:25]([N:28]4[CH2:33][CH2:32][O:31][CH2:30][CH2:29]4)=[CH:26][CH:27]=3)=[N:19][C:18]=2[C:34]([OH:36])=[O:35])[CH:13]=[CH:12][CH:11]=1)[N:4]1[CH2:5][CH2:6][O:7][CH2:8][CH2:9]1. (3) Given the reactants [CH2:1]([O:3][C:4]1[CH:9]=[CH:8][C:7]([S:10]([N:13]([CH2:21][C:22]2[CH:30]=[CH:29][C:25]([C:26]([OH:28])=O)=[CH:24][CH:23]=2)[CH2:14][C:15]2[CH:20]=[CH:19][CH:18]=[CH:17][N:16]=2)(=[O:12])=[O:11])=[CH:6][CH:5]=1)[CH3:2].[C:31]([O:35][C:36]([N:38]1[CH2:43][CH:42]2[CH:40]([CH:41]2[NH2:44])[CH2:39]1)=[O:37])([CH3:34])([CH3:33])[CH3:32].Cl.CN(C)CCCN=C=NCC.ON1C2C=CC=CC=2N=N1.CN1CCOCC1, predict the reaction product. The product is: [C:31]([O:35][C:36]([N:38]1[CH2:39][CH:40]2[CH:42]([CH:41]2[NH:44][C:26](=[O:28])[C:25]2[CH:29]=[CH:30][C:22]([CH2:21][N:13]([S:10]([C:7]3[CH:8]=[CH:9][C:4]([O:3][CH2:1][CH3:2])=[CH:5][CH:6]=3)(=[O:12])=[O:11])[CH2:14][C:15]3[CH:20]=[CH:19][CH:18]=[CH:17][N:16]=3)=[CH:23][CH:24]=2)[CH2:43]1)=[O:37])([CH3:34])([CH3:32])[CH3:33]. (4) Given the reactants [CH:1]1([N:4]([C@@H:22]([C:24]2[C:32]3[C:27](=[N:28][C:29]([CH3:33])=[CH:30][CH:31]=3)[N:26]([CH2:34][CH2:35][CH2:36][NH:37][C:38]([O:40][CH3:41])=[O:39])[N:25]=2)[CH3:23])[C:5]([C@@H:7]2[O:12][CH2:11][C@H:10]([CH2:13][OH:14])[N:9]([C:15]([O:17][C:18]([CH3:21])([CH3:20])[CH3:19])=[O:16])[CH2:8]2)=[O:6])[CH2:3][CH2:2]1.O.C(O)(=[O:45])C.C(O)(=O)C.IC1C=CC=CC=1.CO, predict the reaction product. The product is: [C:18]([O:17][C:15]([N:9]1[CH2:8][C@H:7]([C:5](=[O:6])[N:4]([CH:1]2[CH2:2][CH2:3]2)[C@@H:22]([C:24]2[C:32]3[C:27](=[N:28][C:29]([CH3:33])=[CH:30][CH:31]=3)[N:26]([CH2:34][CH2:35][CH2:36][NH:37][C:38]([O:40][CH3:41])=[O:39])[N:25]=2)[CH3:23])[O:12][CH2:11][C@@H:10]1[C:13]([OH:45])=[O:14])=[O:16])([CH3:20])([CH3:21])[CH3:19]. (5) Given the reactants [Cl:1][C:2]1[S:6][C:5]([S:7]([NH2:10])(=[O:9])=[O:8])=[CH:4][CH:3]=1.C(N=[C:16]=[O:17])CCC.C1N2CCN(CC2)C1.C(Cl)(Cl)=O, predict the reaction product. The product is: [Cl:1][C:2]1[S:6][C:5]([S:7]([N:10]=[C:16]=[O:17])(=[O:9])=[O:8])=[CH:4][CH:3]=1. (6) Given the reactants [NH2:1][CH:2]([C:5]1[CH:10]=[CH:9][C:8]([I:11])=[CH:7][CH:6]=1)[CH2:3][OH:4].C(N(CC)CC)C.[C:19]([Si:23]([CH3:26])([CH3:25])Cl)([CH3:22])([CH3:21])[CH3:20], predict the reaction product. The product is: [Si:23]([O:4][CH2:3][CH:2]([C:5]1[CH:10]=[CH:9][C:8]([I:11])=[CH:7][CH:6]=1)[NH2:1])([C:19]([CH3:22])([CH3:21])[CH3:20])([CH3:26])[CH3:25].